This data is from Reaction yield outcomes from USPTO patents with 853,638 reactions. The task is: Predict the reaction yield, written as a fraction of the theoretical maximum amount of product (1.0 means a 100% yield; for example, 0.34 means a 34% yield). (1) The reactants are [Cl:1][C:2]1[CH:11]=[CH:10][C:9]2[NH:8][C:7](=O)[N:6]3[N:13]=[CH:14][N:15]=[C:5]3[C:4]=2[CH:3]=1.P(Cl)(Cl)([Cl:18])=O.C(N(CC)C(C)C)(C)C. No catalyst specified. The product is [Cl:18][C:7]1[N:6]2[N:13]=[CH:14][N:15]=[C:5]2[C:4]2[CH:3]=[C:2]([Cl:1])[CH:11]=[CH:10][C:9]=2[N:8]=1. The yield is 0.810. (2) The reactants are O[C:2]([C:5]1[CH:10]=[C:9]([O:11][CH3:12])[CH:8]=[CH:7][C:6]=1[OH:13])([CH3:4])[CH3:3].C([O-])=O.[NH4+]. The catalyst is CC(O)=O.O.[Pd]. The product is [CH:2]([C:5]1[CH:10]=[C:9]([O:11][CH3:12])[CH:8]=[CH:7][C:6]=1[OH:13])([CH3:4])[CH3:3]. The yield is 0.970.